Dataset: Peptide-MHC class I binding affinity with 185,985 pairs from IEDB/IMGT. Task: Regression. Given a peptide amino acid sequence and an MHC pseudo amino acid sequence, predict their binding affinity value. This is MHC class I binding data. (1) The peptide sequence is FYQIFPHSL. The MHC is HLA-A11:01 with pseudo-sequence HLA-A11:01. The binding affinity (normalized) is 0.0847. (2) The peptide sequence is MLVTPSMAMR. The MHC is HLA-A33:01 with pseudo-sequence HLA-A33:01. The binding affinity (normalized) is 0.672. (3) The peptide sequence is FRALKYDFNH. The MHC is HLA-A31:01 with pseudo-sequence HLA-A31:01. The binding affinity (normalized) is 0.228. (4) The peptide sequence is FLFEMLKGV. The MHC is H-2-Db with pseudo-sequence H-2-Db. The binding affinity (normalized) is 0.0517. (5) The peptide sequence is TAATKRYPGV. The MHC is HLA-A02:03 with pseudo-sequence HLA-A02:03. The binding affinity (normalized) is 0.144. (6) The peptide sequence is RQDSGYDSL. The MHC is H-2-Db with pseudo-sequence H-2-Db. The binding affinity (normalized) is 0. (7) The binding affinity (normalized) is 0.299. The peptide sequence is FIFLYRSL. The MHC is H-2-Db with pseudo-sequence H-2-Db.